Dataset: Forward reaction prediction with 1.9M reactions from USPTO patents (1976-2016). Task: Predict the product of the given reaction. (1) Given the reactants [Cl:1][C:2]1[CH:13]=[C:12]([O:14]C)[C:5]2[CH:6]=[C:7]([C:9](=[O:11])[CH3:10])[O:8][C:4]=2[CH:3]=1.ClC1C=CC=CC=1.[Cl-].[Al+3].[Cl-].[Cl-], predict the reaction product. The product is: [Cl:1][C:2]1[CH:13]=[C:12]([OH:14])[C:5]2[CH:6]=[C:7]([C:9](=[O:11])[CH3:10])[O:8][C:4]=2[CH:3]=1. (2) Given the reactants [F:1][C:2]1[CH:11]=[C:10]2[C:5]([CH:6]([NH:16][C:17]([NH:19][C:20]3[CH:28]=[CH:27][CH:26]=[C:25]4[C:21]=3[CH:22]=[N:23][NH:24]4)=[O:18])[CH2:7][C:8]([CH2:14][CH3:15])([CH2:12][CH3:13])[O:9]2)=[CH:4][CH:3]=1.[H-].[Na+].S(OC)(O[CH3:35])(=O)=O, predict the reaction product. The product is: [CH2:12]([C:8]1([CH2:14][CH3:15])[CH2:7][CH:6]([NH:16][C:17]([NH:19][C:20]2[CH:28]=[CH:27][CH:26]=[C:25]3[C:21]=2[CH:22]=[N:23][N:24]3[CH3:35])=[O:18])[C:5]2[C:10](=[CH:11][C:2]([F:1])=[CH:3][CH:4]=2)[O:9]1)[CH3:13].